This data is from Forward reaction prediction with 1.9M reactions from USPTO patents (1976-2016). The task is: Predict the product of the given reaction. (1) Given the reactants [CH2:1]([N:5]([C:23]1[CH:24]=[C:25]([C:29]2[CH:34]=[CH:33][C:32]([C:35]([F:38])([F:37])[F:36])=[CH:31][CH:30]=2)[CH:26]=[CH:27][CH:28]=1)[S:6]([C:9]1[CH:21]=[CH:20][C:12]([O:13][CH2:14][C:15]([O:17]CC)=[O:16])=[C:11]([CH3:22])[CH:10]=1)(=[O:8])=[O:7])[CH2:2][CH2:3][CH3:4].[OH-].[Na+], predict the reaction product. The product is: [CH2:1]([N:5]([C:23]1[CH:24]=[C:25]([C:29]2[CH:30]=[CH:31][C:32]([C:35]([F:38])([F:36])[F:37])=[CH:33][CH:34]=2)[CH:26]=[CH:27][CH:28]=1)[S:6]([C:9]1[CH:21]=[CH:20][C:12]([O:13][CH2:14][C:15]([OH:17])=[O:16])=[C:11]([CH3:22])[CH:10]=1)(=[O:7])=[O:8])[CH2:2][CH2:3][CH3:4]. (2) Given the reactants [C:1]([O:5][C:6]([N:8]([CH2:22][CH:23]1[CH2:25][CH2:24]1)[C@@H:9]1[CH2:11][C@H:10]1[C:12]1[CH:21]=[CH:20][C:15]([C:16]([O:18]C)=[O:17])=[CH:14][CH:13]=1)=[O:7])([CH3:4])([CH3:3])[CH3:2].[OH-].[Na+], predict the reaction product. The product is: [C:1]([O:5][C:6]([N:8]([CH2:22][CH:23]1[CH2:24][CH2:25]1)[C@@H:9]1[CH2:11][C@H:10]1[C:12]1[CH:13]=[CH:14][C:15]([C:16]([OH:18])=[O:17])=[CH:20][CH:21]=1)=[O:7])([CH3:4])([CH3:2])[CH3:3]. (3) Given the reactants [Br:1][C:2]1[CH:7]=[CH:6][CH:5]=[CH:4][C:3]=1[OH:8].N1C=CN=C1.[C:14]([Si:18](Cl)([CH3:20])[CH3:19])([CH3:17])([CH3:16])[CH3:15].O, predict the reaction product. The product is: [Br:1][C:2]1[CH:7]=[CH:6][CH:5]=[CH:4][C:3]=1[O:8][Si:18]([C:14]([CH3:17])([CH3:16])[CH3:15])([CH3:20])[CH3:19]. (4) Given the reactants [Cl:1][C:2]1[S:6][CH:5]=[N:4][C:3]=1[C:7]1[NH:8][C:9]([CH3:26])=[C:10]([C:21]([O:23][CH2:24][CH3:25])=[O:22])[CH:11]([C:13]2[CH:18]=[CH:17][C:16]([Cl:19])=[CH:15][C:14]=2[Cl:20])[N:12]=1.C1C(=O)N([Br:34])C(=O)C1, predict the reaction product. The product is: [Br:34][CH2:26][C:9]1[NH:8][C:7]([C:3]2[N:4]=[CH:5][S:6][C:2]=2[Cl:1])=[N:12][CH:11]([C:13]2[CH:18]=[CH:17][C:16]([Cl:19])=[CH:15][C:14]=2[Cl:20])[C:10]=1[C:21]([O:23][CH2:24][CH3:25])=[O:22]. (5) Given the reactants [NH2:1][CH:2]1[CH2:7][CH2:6][CH:5]([CH2:8][NH:9][C:10](=[O:16])[O:11][C:12]([CH3:15])([CH3:14])[CH3:13])[CH2:4][CH2:3]1.[C:17]([N:25]=[C:26]=[S:27])(=[O:24])[C:18]1[CH:23]=[CH:22][CH:21]=[CH:20][CH:19]=1, predict the reaction product. The product is: [C:17]([NH:25][C:26]([NH:1][CH:2]1[CH2:7][CH2:6][CH:5]([CH2:8][NH:9][C:10](=[O:16])[O:11][C:12]([CH3:13])([CH3:15])[CH3:14])[CH2:4][CH2:3]1)=[S:27])(=[O:24])[C:18]1[CH:23]=[CH:22][CH:21]=[CH:20][CH:19]=1. (6) Given the reactants C([O:8][C:9]1[CH:17]=[CH:16][C:12]([C:13]([OH:15])=O)=[CH:11][CH:10]=1)C1C=CC=CC=1.[CH3:18][C:19]1[C:20](N)=[N:21][CH:22]=[CH:23][CH:24]=1.C1C=[N:30]C2N(O)N=NC=2C=1.CCN=C=NCCCN(C)C.Cl, predict the reaction product. The product is: [OH:8][C:9]1[CH:10]=[CH:11][C:12]([C:13]([NH:30][CH2:18][C:19]2[CH:20]=[N:21][CH:22]=[CH:23][CH:24]=2)=[O:15])=[CH:16][CH:17]=1. (7) Given the reactants [CH2:1]([O:8][CH2:9][C:10]1([CH3:13])[CH2:12][O:11]1)[C:2]1[CH:7]=[CH:6][CH:5]=[CH:4][CH:3]=1.C([O-])([O-])=O.[K+].[K+].[Br:20][C:21]1[C:28]([OH:29])=[CH:27][CH:26]=[CH:25][C:22]=1[CH:23]=[O:24], predict the reaction product. The product is: [CH2:1]([O:8][CH2:9][C:10]([OH:11])([CH3:12])[CH2:13][O:29][C:28]1[C:21]([Br:20])=[C:22]([CH:25]=[CH:26][CH:27]=1)[CH:23]=[O:24])[C:2]1[CH:7]=[CH:6][CH:5]=[CH:4][CH:3]=1. (8) Given the reactants [Br:1][C:2]1[CH:10]=[C:9]2[C:5]([C:6]([CH2:34][CH3:35])=[CH:7][N:8]2[S:11]([C:14]2[CH:15]=[CH:16][C:17]([O:32][CH3:33])=[C:18]([N:20]3[CH2:25][CH2:24][N:23](C(=O)C(Cl)(Cl)Cl)[CH2:22][CH2:21]3)[CH:19]=2)(=[O:13])=[O:12])=[CH:4][CH:3]=1.[OH-].[K+], predict the reaction product. The product is: [Br:1][C:2]1[CH:10]=[C:9]2[C:5]([C:6]([CH2:34][CH3:35])=[CH:7][N:8]2[S:11]([C:14]2[CH:15]=[CH:16][C:17]([O:32][CH3:33])=[C:18]([N:20]3[CH2:21][CH2:22][NH:23][CH2:24][CH2:25]3)[CH:19]=2)(=[O:13])=[O:12])=[CH:4][CH:3]=1. (9) Given the reactants [F:1][C:2]1[CH:10]=[C:9]([I:11])[CH:8]=[CH:7][C:3]=1[C:4]([NH2:6])=[O:5].C(Cl)(=O)[C:13](Cl)=[O:14], predict the reaction product. The product is: [F:1][C:2]1[CH:10]=[C:9]([I:11])[CH:8]=[CH:7][C:3]=1[C:4]([N:6]=[C:13]=[O:14])=[O:5]. (10) Given the reactants [Br:1][C:2]1[CH:7]=[CH:6][C:5]([C:8]2[CH:13]=[CH:12][C:11]([OH:14])=[CH:10][CH:9]=2)=[CH:4][CH:3]=1.Br[CH2:16][CH2:17][CH2:18][C:19]([O:21][CH2:22][CH3:23])=[O:20].C([O-])([O-])=O.[K+].[K+].Cl, predict the reaction product. The product is: [CH2:22]([O:21][C:19](=[O:20])[CH2:18][CH2:17][CH2:16][O:14][C:11]1[CH:12]=[CH:13][C:8]([C:5]2[CH:4]=[CH:3][C:2]([Br:1])=[CH:7][CH:6]=2)=[CH:9][CH:10]=1)[CH3:23].